Dataset: Catalyst prediction with 721,799 reactions and 888 catalyst types from USPTO. Task: Predict which catalyst facilitates the given reaction. (1) Reactant: S[C:2]1[O:3][C:4]2[CH:10]=[C:9]([OH:11])[CH:8]=[CH:7][C:5]=2[N:6]=1.S(Cl)([Cl:14])=O. Product: [Cl:14][C:2]1[O:3][C:4]2[CH:10]=[C:9]([OH:11])[CH:8]=[CH:7][C:5]=2[N:6]=1. The catalyst class is: 9. (2) Reactant: Br[C:2]1[CH:7]=[CH:6][C:5]([CH:8]([CH3:15])[CH2:9][NH:10][S:11]([CH3:14])(=[O:13])=[O:12])=[CH:4][CH:3]=1.[CH:16]1([Mg]Br)[CH2:20][CH2:19][CH2:18][CH2:17]1. Product: [CH:16]1([C:2]2[CH:7]=[CH:6][C:5]([CH:8]([CH3:15])[CH2:9][NH:10][S:11]([CH3:14])(=[O:13])=[O:12])=[CH:4][CH:3]=2)[CH2:20][CH2:19][CH2:18][CH2:17]1. The catalyst class is: 7.